This data is from Catalyst prediction with 721,799 reactions and 888 catalyst types from USPTO. The task is: Predict which catalyst facilitates the given reaction. (1) Reactant: [Br:1][C:2]1[CH:3]=[C:4]([C:8](=O)[CH2:9][CH:10]([O:14][Si:15]([C:18]([CH3:21])([CH3:20])[CH3:19])([CH3:17])[CH3:16])[CH2:11][CH:12]=[CH2:13])[CH:5]=[CH:6][CH:7]=1.[CH2:23]([NH:30][OH:31])[C:24]1[CH:29]=[CH:28][CH:27]=[CH:26][CH:25]=1.O.C(OCC)(=O)C. Product: [CH2:23]([N:30]1[C:8]2([C:4]3[CH:5]=[CH:6][CH:7]=[C:2]([Br:1])[CH:3]=3)[CH2:9][CH:10]([O:14][Si:15]([C:18]([CH3:21])([CH3:20])[CH3:19])([CH3:17])[CH3:16])[CH2:11][CH:12]2[CH2:13][O:31]1)[C:24]1[CH:29]=[CH:28][CH:27]=[CH:26][CH:25]=1. The catalyst class is: 1. (2) Reactant: Br[C:2]1[CH:3]=[C:4]([CH:8]2[CH2:17][C:16]([CH3:19])([CH3:18])[C:15]3[C:10](=[CH:11][CH:12]=[C:13]([C:20]#[N:21])[CH:14]=3)[NH:9]2)[CH:5]=[CH:6][CH:7]=1.[NH2:22][C:23]([CH3:28])([CH3:27])[C:24]([OH:26])=[O:25].C(=O)([O-])[O-].[K+].[K+]. Product: [C:20]([C:13]1[CH:14]=[C:15]2[C:10](=[CH:11][CH:12]=1)[NH:9][CH:8]([C:4]1[CH:3]=[C:2]([NH:22][C:23]([CH3:28])([CH3:27])[C:24]([OH:26])=[O:25])[CH:7]=[CH:6][CH:5]=1)[CH2:17][C:16]2([CH3:19])[CH3:18])#[N:21]. The catalyst class is: 156. (3) Reactant: [Br:1][C:2]1[CH:8]=[CH:7][C:5]([NH2:6])=[CH:4][C:3]=1[F:9].N1C=CC=CC=1.[CH3:16][S:17](Cl)(=[O:19])=[O:18].O. Product: [Br:1][C:2]1[CH:8]=[CH:7][C:5]([NH:6][S:17]([CH3:16])(=[O:19])=[O:18])=[CH:4][C:3]=1[F:9]. The catalyst class is: 2. (4) Reactant: [Cl:1][C:2]1[CH:20]=[CH:19][C:5]2=[N:6][N:7]([C:9]3[CH:14]=[C:13]([CH3:15])[CH:12]=[C:11]([CH2:16]Cl)[C:10]=3[OH:18])[N:8]=[C:4]2[CH:3]=1.[CH2:21]([CH:23]([CH2:26][CH2:27][CH2:28][CH3:29])[CH2:24][OH:25])[CH3:22].C(=O)([O-])[O-].[Na+].[Na+]. Product: [Cl:1][C:2]1[CH:20]=[CH:19][C:5]2=[N:6][N:7]([C:9]3[CH:14]=[C:13]([CH3:15])[CH:12]=[C:11]([CH2:16][O:25][CH2:24][CH:23]([CH2:21][CH3:22])[CH2:26][CH2:27][CH2:28][CH3:29])[C:10]=3[OH:18])[N:8]=[C:4]2[CH:3]=1. The catalyst class is: 21. (5) Reactant: [Cl:1][C:2]1[C:3]([F:31])=[C:4]([C@@H:8]2[C@:12]([C:15]3[CH:20]=[CH:19][C:18]([Cl:21])=[CH:17][C:16]=3[F:22])([C:13]#[N:14])[C@H:11]([CH2:23][C:24]([CH3:27])([CH3:26])[CH3:25])[NH:10][C@H:9]2[C:28]([OH:30])=O)[CH:5]=[CH:6][CH:7]=1.[NH2:32][C:33]1[CH:38]=[CH:37][C:36]([CH2:39][C:40]([O:42][CH3:43])=[O:41])=[CH:35][CH:34]=1.CN(C(ON1N=NC2C=CC=NC1=2)=[N+](C)C)C.F[P-](F)(F)(F)(F)F.CCN(C(C)C)C(C)C. Product: [CH3:43][O:42][C:40](=[O:41])[CH2:39][C:36]1[CH:37]=[CH:38][C:33]([NH:32][C:28]([C@H:9]2[C@H:8]([C:4]3[CH:5]=[CH:6][CH:7]=[C:2]([Cl:1])[C:3]=3[F:31])[C@:12]([C:15]3[CH:20]=[CH:19][C:18]([Cl:21])=[CH:17][C:16]=3[F:22])([C:13]#[N:14])[C@H:11]([CH2:23][C:24]([CH3:27])([CH3:25])[CH3:26])[NH:10]2)=[O:30])=[CH:34][CH:35]=1. The catalyst class is: 2. (6) Reactant: [Cl:1][C:2]1[C:7]([F:8])=[CH:6][CH:5]=[CH:4][C:3]=1[C@@:9]([NH:14][S@@:15]([C:17]([CH3:20])([CH3:19])[CH3:18])=[O:16])([CH2:11][CH:12]=[O:13])[CH3:10].C[Si](C)(C)[C:23]([F:26])([F:25])[F:24].[F-].C([N+](CCCC)(CCCC)CCCC)CCC. Product: [Cl:1][C:2]1[C:7]([F:8])=[CH:6][CH:5]=[CH:4][C:3]=1[C@@:9]([NH:14][S@@:15]([C:17]([CH3:20])([CH3:19])[CH3:18])=[O:16])([CH2:11][C@H:12]([OH:13])[C:23]([F:26])([F:25])[F:24])[CH3:10]. The catalyst class is: 7.